From a dataset of CYP2D6 inhibition data for predicting drug metabolism from PubChem BioAssay. Regression/Classification. Given a drug SMILES string, predict its absorption, distribution, metabolism, or excretion properties. Task type varies by dataset: regression for continuous measurements (e.g., permeability, clearance, half-life) or binary classification for categorical outcomes (e.g., BBB penetration, CYP inhibition). Dataset: cyp2d6_veith. (1) The molecule is COc1ccc(-c2nc3cnc(N4CCNCC4)nc3n(-c3ccccc3)c2=O)cc1. The result is 0 (non-inhibitor). (2) The molecule is Cc1cc2nc(C3CCCN(C(=S)Nc4ccccc4)C3)[nH]c2cc1C. The result is 0 (non-inhibitor).